This data is from Peptide-MHC class I binding affinity with 185,985 pairs from IEDB/IMGT. The task is: Regression. Given a peptide amino acid sequence and an MHC pseudo amino acid sequence, predict their binding affinity value. This is MHC class I binding data. The MHC is H-2-Kb with pseudo-sequence H-2-Kb. The peptide sequence is YTVKYPNK. The binding affinity (normalized) is 0.00244.